From a dataset of Full USPTO retrosynthesis dataset with 1.9M reactions from patents (1976-2016). Predict the reactants needed to synthesize the given product. (1) Given the product [C:24]([C:28]1[CH:29]=[CH:30][C:31]([C:32]([NH:1][C:2]2[CH:7]=[CH:6][CH:5]=[C:4]([C:8]3[N:13]4[N:14]=[CH:15][C:16]([C:17]([C:19]5[S:20][CH:21]=[CH:22][CH:23]=5)=[O:18])=[C:12]4[N:11]=[CH:10][CH:9]=3)[CH:3]=2)=[O:33])=[CH:35][CH:36]=1)([CH3:27])([CH3:25])[CH3:26], predict the reactants needed to synthesize it. The reactants are: [NH2:1][C:2]1[CH:3]=[C:4]([C:8]2[N:13]3[N:14]=[CH:15][C:16]([C:17]([C:19]4[S:20][CH:21]=[CH:22][CH:23]=4)=[O:18])=[C:12]3[N:11]=[CH:10][CH:9]=2)[CH:5]=[CH:6][CH:7]=1.[C:24]([C:28]1[CH:36]=[CH:35][C:31]([C:32](Cl)=[O:33])=[CH:30][CH:29]=1)([CH3:27])([CH3:26])[CH3:25]. (2) Given the product [C:2]([N:5]1[C:6](=[O:7])[C:8]([Cl:13])=[C:9]([O:27][CH2:26][C:23]2[CH:22]=[CH:21][C:20]([C:15]3([CH3:14])[O:16][CH2:17][CH2:18][O:19]3)=[CH:25][CH:24]=2)[CH:10]=[N:11]1)([CH3:4])([CH3:3])[CH3:1], predict the reactants needed to synthesize it. The reactants are: [CH3:1][C:2]([N:5]1[N:11]=[CH:10][C:9](Cl)=[C:8]([Cl:13])[C:6]1=[O:7])([CH3:4])[CH3:3].[CH3:14][C:15]1([C:20]2[CH:25]=[CH:24][C:23]([CH2:26][OH:27])=[CH:22][CH:21]=2)[O:19][CH2:18][CH2:17][O:16]1.C(=O)([O-])[O-].[Cs+].[Cs+].CCCCC.C(OCC)(=O)C. (3) Given the product [N:1]1([CH2:6][C:8]2([C:14]3[CH:15]=[CH:16][C:17]([S:20][CH2:21][CH2:22][CH2:23][N:24]4[CH2:25][CH2:26][CH2:27][CH2:28]4)=[CH:18][CH:19]=3)[CH2:9][CH2:10][O:11][CH2:12][CH2:13]2)[CH2:5][CH2:4][CH2:3][CH2:2]1, predict the reactants needed to synthesize it. The reactants are: [N:1]1([C:6]([C:8]2([C:14]3[CH:19]=[CH:18][C:17]([S:20][CH2:21][CH2:22][CH2:23][N:24]4[CH2:28][CH2:27][CH2:26][CH2:25]4)=[CH:16][CH:15]=3)[CH2:13][CH2:12][O:11][CH2:10][CH2:9]2)=O)[CH2:5][CH2:4][CH2:3][CH2:2]1.[H-].[Al+3].[Li+].[H-].[H-].[H-]. (4) Given the product [CH2:7]([O:27][C:43](=[O:44])[CH2:38][NH:36][C:15]([C:11]1[S:10][CH:14]=[CH:13][CH:12]=1)=[O:17])[CH3:9], predict the reactants needed to synthesize it. The reactants are: CCN([CH:7]([CH3:9])C)C(C)C.[S:10]1[CH:14]=[CH:13][CH:12]=[C:11]1[C:15]([OH:17])=O.C1C=CC2N([OH:27])N=NC=2C=1.CCN=C=NCCC[N:36]([CH3:38])C.Cl.CN([CH:43]=[O:44])C. (5) Given the product [Cl:1][C:2]1[C:7]([NH2:8])=[C:6]([NH:11][CH2:12][CH:13]([CH3:14])[CH3:15])[CH:5]=[C:4]([CH3:16])[N:3]=1, predict the reactants needed to synthesize it. The reactants are: [Cl:1][C:2]1[C:7]([N+:8]([O-])=O)=[C:6]([NH:11][CH2:12][CH:13]([CH3:15])[CH3:14])[CH:5]=[C:4]([CH3:16])[N:3]=1.[H][H]. (6) Given the product [NH:1]1[C:9]2[C:4](=[CH:5][CH:6]=[CH:7][CH:8]=2)[C:3]([C:10]2[CH:15]=[CH:14][N:13]=[C:12]([NH:16][C@@H:17]3[CH2:22][CH2:21][CH2:20][C@H:19]([NH:23][C:24](=[O:25])[C:26]4[CH:27]=[CH:28][C:29]([NH2:32])=[CH:30][CH:31]=4)[CH2:18]3)[N:11]=2)=[CH:2]1, predict the reactants needed to synthesize it. The reactants are: [NH:1]1[C:9]2[C:4](=[CH:5][CH:6]=[CH:7][CH:8]=2)[C:3]([C:10]2[CH:15]=[CH:14][N:13]=[C:12]([NH:16][C@@H:17]3[CH2:22][CH2:21][CH2:20][C@H:19]([NH:23][C:24]([C:26]4[CH:31]=[CH:30][C:29]([NH:32]C(=O)OC(C)(C)C)=[CH:28][CH:27]=4)=[O:25])[CH2:18]3)[N:11]=2)=[CH:2]1.Cl.O1CCOCC1.